Predict the reactants needed to synthesize the given product. From a dataset of Full USPTO retrosynthesis dataset with 1.9M reactions from patents (1976-2016). (1) The reactants are: [Cl:1][C:2]1[CH:7]=[CH:6][C:5]([C@H:8]2[C@@H:12]([C:13]3[CH:18]=[CH:17][C:16]([Cl:19])=[CH:15][CH:14]=3)[NH:11][C:10]([C:20]3[CH:25]=[CH:24][C:23]([O:26][CH3:27])=[CH:22][C:21]=3[O:28][CH:29]([CH3:31])[CH3:30])=[N:9]2)=[CH:4][CH:3]=1.C(N(CC)CC)C.[C:39](Cl)(Cl)=[O:40].[C:43]([N:46]1[CH2:51][CH2:50][NH:49][CH2:48][CH2:47]1)(=[O:45])[CH3:44].C(=O)(O)[O-].[Na+]. Given the product [Cl:1][C:2]1[CH:3]=[CH:4][C:5]([CH:8]2[CH:12]([C:13]3[CH:14]=[CH:15][C:16]([Cl:19])=[CH:17][CH:18]=3)[N:11]([C:39]([N:49]3[CH2:50][CH2:51][N:46]([C:43](=[O:45])[CH3:44])[CH2:47][CH2:48]3)=[O:40])[C:10]([C:20]3[CH:25]=[CH:24][C:23]([O:26][CH3:27])=[CH:22][C:21]=3[O:28][CH:29]([CH3:31])[CH3:30])=[N:9]2)=[CH:6][CH:7]=1, predict the reactants needed to synthesize it. (2) The reactants are: [OH:1][B:2]1[C:6]2[CH:7]=[C:8]([NH:11][S:12]([C:15]3[CH:20]=[CH:19][CH:18]=[C:17]([O:21]C)[CH:16]=3)(=[O:14])=[O:13])[CH:9]=[CH:10][C:5]=2[CH2:4][O:3]1.C(Cl)Cl.O. Given the product [OH:21][C:17]1[CH:16]=[C:15]([S:12]([NH:11][C:8]2[CH:9]=[CH:10][C:5]3[CH2:4][O:3][B:2]([OH:1])[C:6]=3[CH:7]=2)(=[O:13])=[O:14])[CH:20]=[CH:19][CH:18]=1, predict the reactants needed to synthesize it.